From a dataset of Catalyst prediction with 721,799 reactions and 888 catalyst types from USPTO. Predict which catalyst facilitates the given reaction. (1) Reactant: [Cl:1][C:2]1[N:3]=[C:4](Cl)[C:5]2[S:10][C:9]3[N:11]=[C:12]([C:16]4[CH:21]=[CH:20][C:19]([O:22][CH3:23])=[C:18]([O:24][CH3:25])[CH:17]=4)[CH:13]=[C:14]([CH3:15])[C:8]=3[C:6]=2[N:7]=1.[NH:27]1[CH2:32][CH2:31][NH:30][CH2:29][CH2:28]1.C(N(CC)CC)C. Product: [Cl:1][C:2]1[N:3]=[C:4]([N:27]2[CH2:32][CH2:31][NH:30][CH2:29][CH2:28]2)[C:5]2[S:10][C:9]3[N:11]=[C:12]([C:16]4[CH:21]=[CH:20][C:19]([O:22][CH3:23])=[C:18]([O:24][CH3:25])[CH:17]=4)[CH:13]=[C:14]([CH3:15])[C:8]=3[C:6]=2[N:7]=1. The catalyst class is: 7. (2) Reactant: [CH3:1][C:2]([C:4]1[CH:9]=[CH:8][C:7](Br)=[CH:6][CH:5]=1)=[O:3].[C:11]([O:15][CH3:16])(=[O:14])[CH:12]=[CH2:13].C(=O)(O)[O-].[Na+]. Product: [C:2]([C:4]1[CH:9]=[CH:8][C:7](/[CH:13]=[CH:12]/[C:11]([O:15][CH3:16])=[O:14])=[CH:6][CH:5]=1)(=[O:3])[CH3:1]. The catalyst class is: 274. (3) Reactant: [NH:1]1[C:9]2[C:4](=[CH:5][C:6]([C:10]3[O:14][C:13]([NH:15][CH:16]([CH3:18])[CH3:17])=[N:12][N:11]=3)=[CH:7][CH:8]=2)[CH:3]=[CH:2]1.[OH-].[K+].[I:21]I. Product: [I:21][C:3]1[C:4]2[C:9](=[CH:8][CH:7]=[C:6]([C:10]3[O:14][C:13]([NH:15][CH:16]([CH3:18])[CH3:17])=[N:12][N:11]=3)[CH:5]=2)[NH:1][CH:2]=1. The catalyst class is: 3. (4) Product: [C:37]([O:17][C:6]1([C:5]2[CH:18]=[CH:19][C:20]([CH:22]([CH3:24])[CH3:23])=[CH:21][C:4]=2[O:3][C:25](=[O:28])[CH3:26])[C:7](=[O:16])[C:8]2[C:13](=[CH:12][CH:11]=[C:10]([O:14][CH3:15])[CH:9]=2)[C:2]1=[O:1])(=[O:38])[CH3:36]. Reactant: [OH:1][C:2]12[C:13]3[C:8](=[CH:9][C:10]([O:14][CH3:15])=[CH:11][CH:12]=3)[C:7](=[O:16])[C:6]1([OH:17])[C:5]1[CH:18]=[CH:19][C:20]([CH:22]([CH3:24])[CH3:23])=[CH:21][C:4]=1[O:3]2.[C:25]([OH:28])(=O)[CH3:26].N1C=CC=CC=1.C1C[O:38][CH2:37][CH2:36]1. The catalyst class is: 142. (5) Reactant: [F:1][C:2]([F:24])([F:23])[O:3][C:4]1[CH:9]=[CH:8][C:7]([C:10]2[C:18]3[C:13](=[CH:14][CH:15]=[CH:16][CH:17]=3)[NH:12][C:11]=2[C:19]([NH:21][NH2:22])=[O:20])=[CH:6][CH:5]=1.[Br:25][C:26]1[CH:33]=[CH:32][C:29]([CH:30]=O)=[CH:28][CH:27]=1. Product: [Br:25][C:26]1[CH:33]=[CH:32][C:29]([CH:30]=[N:22][NH:21][C:19]([C:11]2[NH:12][C:13]3[C:18]([C:10]=2[C:7]2[CH:6]=[CH:5][C:4]([O:3][C:2]([F:23])([F:1])[F:24])=[CH:9][CH:8]=2)=[CH:17][CH:16]=[CH:15][CH:14]=3)=[O:20])=[CH:28][CH:27]=1. The catalyst class is: 8. (6) Reactant: [Cl:1][C:2]1[C:7]([C:8]([OH:10])=[O:9])=[CH:6][N:5]=[C:4]2[NH:11][CH:12]=[CH:13][C:3]=12.[C:14]1([CH2:20]O)[CH:19]=[CH:18][CH:17]=[CH:16][CH:15]=1.Cl.CN(C)CCCN=C=NCC.O. Product: [Cl:1][C:2]1[C:7]([C:8]([O:10][CH2:20][C:14]2[CH:19]=[CH:18][CH:17]=[CH:16][CH:15]=2)=[O:9])=[CH:6][N:5]=[C:4]2[NH:11][CH:12]=[CH:13][C:3]=12. The catalyst class is: 9. (7) Reactant: Cl.[Br:2][C:3]1[CH:8]=[CH:7][C:6]([C:9]([NH2:12])([CH3:11])[CH3:10])=[CH:5][CH:4]=1.CCN(CC)CC.[C:20](Cl)(=[O:22])[CH3:21]. Product: [Br:2][C:3]1[CH:4]=[CH:5][C:6]([C:9]([NH:12][C:20](=[O:22])[CH3:21])([CH3:10])[CH3:11])=[CH:7][CH:8]=1. The catalyst class is: 2.